This data is from Full USPTO retrosynthesis dataset with 1.9M reactions from patents (1976-2016). The task is: Predict the reactants needed to synthesize the given product. (1) Given the product [CH3:1][C:2]1[C:6]([CH2:7][CH2:8][O:9][C:24]2[CH:29]=[CH:28][C:27]([CH2:30][C:31]([O:33][CH3:34])=[O:32])=[CH:26][CH:25]=2)=[C:5]([CH3:10])[O:4][N:3]=1, predict the reactants needed to synthesize it. The reactants are: [CH3:1][C:2]1[C:6]([CH2:7][CH2:8][OH:9])=[C:5]([CH3:10])[O:4][N:3]=1.C(N(CC)CC)C.S(Cl)(C)(=O)=O.O[C:24]1[CH:29]=[CH:28][C:27]([CH2:30][C:31]([O:33][CH3:34])=[O:32])=[CH:26][CH:25]=1.[H-].[Na+].CS(OCCC1C(C)=NOC=1C)(=O)=O. (2) Given the product [CH2:27]([O:17][C:16](=[O:18])[C:15]1[CH:19]=[C:20]([S:23]([CH3:26])(=[O:25])=[O:24])[CH:21]=[CH:22][C:14]=1[OH:13])[C:28]1[CH:33]=[CH:32][CH:31]=[CH:30][CH:29]=1, predict the reactants needed to synthesize it. The reactants are: Cl.CN(C)CCCN=C=NCC.[OH:13][C:14]1[CH:22]=[CH:21][C:20]([S:23]([CH3:26])(=[O:25])=[O:24])=[CH:19][C:15]=1[C:16]([OH:18])=[O:17].[CH2:27](O)[C:28]1[CH:33]=[CH:32][CH:31]=[CH:30][CH:29]=1. (3) Given the product [CH:1]1([NH:7][C:11]([C:13]2[C:14](=[O:34])[N:15]([CH2:25][C:26]3[CH:31]=[CH:30][C:29]([O:32][CH3:33])=[CH:28][CH:27]=3)[C:16]3[C:21]([C:22]=2[OH:23])=[CH:20][C:19]([F:24])=[CH:18][N:17]=3)=[O:10])[CH2:6][CH2:5][CH2:4][CH2:3][CH2:2]1, predict the reactants needed to synthesize it. The reactants are: [CH:1]1([NH2:7])[CH2:6][CH2:5][CH2:4][CH2:3][CH2:2]1.C([O:10][C:11]([C:13]1[C:14](=[O:34])[N:15]([CH2:25][C:26]2[CH:31]=[CH:30][C:29]([O:32][CH3:33])=[CH:28][CH:27]=2)[C:16]2[C:21]([C:22]=1[OH:23])=[CH:20][C:19]([F:24])=[CH:18][N:17]=2)=O)C. (4) Given the product [Cl:1][C:2]1[CH:3]=[C:4]([N:17]([C:28]2[CH:33]=[CH:32][C:31]([F:34])=[CH:30][C:29]=2[CH3:35])[C:18]([O:20][CH2:21][O:23][C:24]([CH:25]2[CH2:26][CH2:42][CH2:41]2)=[O:27])=[O:19])[CH:5]=[CH:6][C:7]=1[C:8](=[O:16])[C:9]1[CH:14]=[CH:13][CH:12]=[CH:11][C:10]=1[CH3:15], predict the reactants needed to synthesize it. The reactants are: [Cl:1][C:2]1[CH:3]=[C:4]([N:17]([C:28]2[CH:33]=[CH:32][C:31]([F:34])=[CH:30][C:29]=2[CH3:35])[C:18]([O:20][CH:21]([O:23][C:24](=[O:27])[CH2:25][CH3:26])C)=[O:19])[CH:5]=[CH:6][C:7]=1[C:8](=[O:16])[C:9]1[CH:14]=[CH:13][CH:12]=[CH:11][C:10]=1[CH3:15].ClCOC(=O)N(C1C=CC(C(=O)C2C=CC=CC=2C)=C(Cl)C=1)[C:41]1C=CC(F)=C[C:42]=1C.C1(C([O-])=O)CCC1.C([N+](CCCC)(CCCC)CCCC)CCC. (5) Given the product [Cl:1][C:2]1[CH:24]=[CH:23][CH:22]=[C:21]([F:30])[C:3]=1[C:4]([NH:6][C:7]1[C:8]([F:20])=[C:9]([F:19])[C:10]([C:15]([F:17])([F:18])[F:16])=[C:11]([F:14])[C:12]=1[F:13])=[O:5], predict the reactants needed to synthesize it. The reactants are: [Cl:1][C:2]1[CH:24]=[CH:23][CH:22]=[CH:21][C:3]=1[C:4]([NH:6][C:7]1[C:12]([F:13])=[C:11]([F:14])[C:10]([C:15]([F:18])([F:17])[F:16])=[C:9]([F:19])[C:8]=1[F:20])=[O:5].[O-]S(C(F)(F)[F:30])(=O)=O.F[N+]1C(C)=CC(C)=CC=1C. (6) Given the product [Br:1]/[CH:2]=[C:3]1/[C@H:11]2[C@:7]([CH3:15])([CH2:6][CH2:5][CH2:4]/1)/[C:8](=[CH:12]/[CH3:13])/[CH2:9][CH2:10]2, predict the reactants needed to synthesize it. The reactants are: [Br:1]/[CH:2]=[C:3]1\[CH2:4][CH2:5][CH2:6][C@@:7]2([CH3:15])[C@H:11]\1[CH2:10][CH2:9][C@@H:8]2[C@@H:12](O)[CH3:13].C1(P(C2C=CC=CC=2)C2C=CC=CC=2)C=CC=CC=1.C(OC(N=NC(OCC)=O)=O)C. (7) Given the product [Cl:1][C:2]1[C:3]([N:11]2[CH2:12][CH2:13][NH:14][CH2:15][CH2:16]2)=[N:4][CH:5]=[C:6]([CH:10]=1)[C:7]([O:9][CH3:18])=[O:8], predict the reactants needed to synthesize it. The reactants are: [Cl:1][C:2]1[C:3]([N:11]2[CH2:16][CH2:15][NH:14][CH2:13][CH2:12]2)=[N:4][CH:5]=[C:6]([CH:10]=1)[C:7]([O-:9])=[O:8].[NH2+]1CCNC[CH2:18]1.CO.S(=O)(=O)(O)O.C([O-])(O)=O.[Na+]. (8) Given the product [F:20][C:19]([F:22])([F:21])[S:16]([O:8][C:3]1=[CH:2][C:1](=[O:9])[CH2:7][CH2:6][CH2:5][CH2:4]1)(=[O:18])=[O:17], predict the reactants needed to synthesize it. The reactants are: [C:1]1(=[O:9])[CH2:7][CH2:6][CH2:5][CH2:4][C:3](=[O:8])[CH2:2]1.N1C=CC=CC=1.[S:16](O[S:16]([C:19]([F:22])([F:21])[F:20])(=[O:18])=[O:17])([C:19]([F:22])([F:21])[F:20])(=[O:18])=[O:17].